From a dataset of Full USPTO retrosynthesis dataset with 1.9M reactions from patents (1976-2016). Predict the reactants needed to synthesize the given product. (1) Given the product [CH2:39]([N:2]([CH2:35][CH3:36])[C@H:3]1[CH2:8][CH2:7][C@H:6]([N:9]([CH2:33][CH3:34])[C:10]2[C:25]3[CH2:24][CH:23]=[CH:22][CH2:21][CH2:20][C:19]4[CH:26]=[C:27]([CH3:31])[NH:28][C:29](=[O:30])[C:18]=4[CH2:17][NH:16][C:15](=[O:32])[C:14]=3[CH:13]=[CH:12][CH:11]=2)[CH2:5][CH2:4]1)[CH3:40], predict the reactants needed to synthesize it. The reactants are: Cl.[NH2:2][C@H:3]1[CH2:8][CH2:7][C@H:6]([N:9]([CH2:33][CH3:34])[C:10]2[C:25]3[CH2:24][CH:23]=[CH:22][CH2:21][CH2:20][C:19]4[CH:26]=[C:27]([CH3:31])[NH:28][C:29](=[O:30])[C:18]=4[CH2:17][NH:16][C:15](=[O:32])[C:14]=3[CH:13]=[CH:12][CH:11]=2)[CH2:5][CH2:4]1.[CH3:35][C:36](O)=O.[CH:39](=O)[CH3:40].[BH3-]C#N.[Na+]. (2) Given the product [NH2:22][C:21]1[C:3]2[C:2](=[CH:20][CH:19]=[CH:18][C:4]=2[O:5][CH:6]2[CH2:11][CH2:10][CH2:9][CH2:8][CH:7]2[NH:12][C:13](=[O:17])[CH:14]([CH3:16])[CH3:15])[N:1]=[C:24]([CH3:31])[C:25]=1[C:26]([O:28][CH2:29][CH3:30])=[O:27], predict the reactants needed to synthesize it. The reactants are: [NH2:1][C:2]1[C:3]([C:21]#[N:22])=[C:4]([CH:18]=[CH:19][CH:20]=1)[O:5][CH:6]1[CH2:11][CH2:10][CH2:9][CH2:8][CH:7]1[NH:12][C:13](=[O:17])[CH:14]([CH3:16])[CH3:15].O=[C:24]([CH3:31])[CH2:25][C:26]([O:28][CH2:29][CH3:30])=[O:27]. (3) The reactants are: [O:1]=[C:2]1[CH2:10][C:9]2[C:4](=[CH:5][CH:6]=[C:7]([C:11](OC)=[O:12])[CH:8]=2)[NH:3]1.O1CCCC1.C(O)C.[BH4-].[Li+]. Given the product [OH:12][CH2:11][C:7]1[CH:8]=[C:9]2[C:4](=[CH:5][CH:6]=1)[NH:3][C:2](=[O:1])[CH2:10]2, predict the reactants needed to synthesize it. (4) Given the product [CH3:9][O:8][C:6]1[CH:5]=[N:4][CH:3]=[C:2]([C:17]#[C:16][C:14]2[N:15]=[C:11]([CH3:10])[S:12][CH:13]=2)[CH:7]=1, predict the reactants needed to synthesize it. The reactants are: Br[C:2]1[CH:3]=[N:4][CH:5]=[C:6]([O:8][CH3:9])[CH:7]=1.[CH3:10][C:11]1[S:12][CH:13]=[C:14]([C:16]#[C:17][Si](C)(C)C)[N:15]=1.C1(P(C2C=CC=CC=2)C2C=CC=CC=2)C=CC=CC=1.C(N(CC)CC)C.[F-].C([N+](CCCC)(CCCC)CCCC)CCC.